From a dataset of Catalyst prediction with 721,799 reactions and 888 catalyst types from USPTO. Predict which catalyst facilitates the given reaction. Reactant: CS(C)=O.[N+:5](/[CH:8]=[CH:9]/[C:10]1[CH:22]=[CH:21][C:13]([O:14][C:15]2[CH:16]=[N:17][CH:18]=[CH:19][CH:20]=2)=[CH:12][CH:11]=1)([O-:7])=[O:6].C(O)(=O)C.[BH4-].[Na+]. Product: [N+:5]([CH2:8][CH2:9][C:10]1[CH:22]=[CH:21][C:13]([O:14][C:15]2[CH:16]=[N:17][CH:18]=[CH:19][CH:20]=2)=[CH:12][CH:11]=1)([O-:7])=[O:6]. The catalyst class is: 6.